From a dataset of TCR-epitope binding with 47,182 pairs between 192 epitopes and 23,139 TCRs. Binary Classification. Given a T-cell receptor sequence (or CDR3 region) and an epitope sequence, predict whether binding occurs between them. (1) The epitope is SSTFNVPMEKLK. The TCR CDR3 sequence is CASSQDELAGEQYF. Result: 0 (the TCR does not bind to the epitope). (2) The epitope is YLQPRTFLL. The TCR CDR3 sequence is CASSPLAGGNTGELFF. Result: 1 (the TCR binds to the epitope). (3) The TCR CDR3 sequence is CASSSEGSTDTQYF. The epitope is AYILFTRFFYV. Result: 1 (the TCR binds to the epitope). (4) The epitope is KLSYGIATV. The TCR CDR3 sequence is CASSRGTLQETQYF. Result: 1 (the TCR binds to the epitope). (5) Result: 0 (the TCR does not bind to the epitope). The TCR CDR3 sequence is CASSLALNTGELFF. The epitope is DRFYKTLRAEQASQEV.